From a dataset of Forward reaction prediction with 1.9M reactions from USPTO patents (1976-2016). Predict the product of the given reaction. (1) Given the reactants Cl.[C:2]([C:4]1([C:10]2[CH:15]=[CH:14][CH:13]=[CH:12][CH:11]=2)[CH2:9][CH2:8][NH:7][CH2:6][CH2:5]1)#[N:3].C(#N)C.[Cl:19][C:20]1[C:21]2[C:22](=[O:34])[N:23]3[CH:32](O)[CH2:31][CH2:30][C:24]3=[N:25][C:26]=2[CH:27]=[CH:28][CH:29]=1.C([BH3-])#N.[Na+], predict the reaction product. The product is: [Cl:19][C:20]1[CH:29]=[CH:28][CH:27]=[C:26]2[C:21]=1[C:22](=[O:34])[NH:23][C:24]([CH2:30][CH2:31][CH2:32][N:7]1[CH2:6][CH2:5][C:4]([C:2]#[N:3])([C:10]3[CH:15]=[CH:14][CH:13]=[CH:12][CH:11]=3)[CH2:9][CH2:8]1)=[N:25]2. (2) Given the reactants C(=O)([O-])[O-].[Na+].[Na+].Br[C:8]1[C:16]2[S:15][C:14]([C:17]([O:19][CH3:20])=[O:18])=[CH:13][C:12]=2[CH:11]=[CH:10][CH:9]=1.[N:21]1([C:27]2[CH:32]=[CH:31][C:30](B(O)O)=[CH:29][CH:28]=2)[CH2:26][CH2:25][O:24][CH2:23][CH2:22]1, predict the reaction product. The product is: [N:21]1([C:27]2[CH:32]=[CH:31][C:30]([C:8]3[C:16]4[S:15][C:14]([C:17]([O:19][CH3:20])=[O:18])=[CH:13][C:12]=4[CH:11]=[CH:10][CH:9]=3)=[CH:29][CH:28]=2)[CH2:26][CH2:25][O:24][CH2:23][CH2:22]1. (3) The product is: [Br:25][C:23]1[CH:22]=[CH:21][C:20]([O:26][CH3:27])=[C:19]([S:16]([NH:15][C@H:4]([CH2:5][C:6]2[C:14]3[C:9](=[CH:10][CH:11]=[CH:12][CH:13]=3)[NH:8][CH:7]=2)[CH2:3][OH:2])(=[O:17])=[O:18])[CH:24]=1. Given the reactants C[O:2][C:3](=O)[C@H:4]([NH:15][S:16]([C:19]1[CH:24]=[C:23]([Br:25])[CH:22]=[CH:21][C:20]=1[O:26][CH3:27])(=[O:18])=[O:17])[CH2:5][C:6]1[C:14]2[C:9](=[CH:10][CH:11]=[CH:12][CH:13]=2)[NH:8][CH:7]=1.[BH4-].[Li+], predict the reaction product. (4) The product is: [OH:26][C@H:11]([CH2:10][C:4]1[CH:5]=[C:6]([CH3:9])[CH:7]=[CH:8][C:3]=1[O:2][CH3:1])[C:12]([O:14][CH2:15][CH3:16])=[O:13]. Given the reactants [CH3:1][O:2][C:3]1[CH:8]=[CH:7][C:6]([CH3:9])=[CH:5][C:4]=1/[CH:10]=[CH:11]/[C:12]([O:14][CH2:15][CH3:16])=[O:13].C(O)(=[O:26])C=CC1C=CC=CC=1, predict the reaction product. (5) Given the reactants [Br:1][C:2]1[CH:3]=[C:4]([CH:8]2[CH2:13][NH:12][CH2:11][CH2:10][NH:9]2)[CH:5]=[CH:6][CH:7]=1.Cl[C:15]1[C:24]2[C:19](=[CH:20][C:21]([O:27][CH3:28])=[C:22]([O:25][CH3:26])[CH:23]=2)[N:18]=[CH:17][N:16]=1, predict the reaction product. The product is: [Br:1][C:2]1[CH:3]=[C:4]([CH:8]2[NH:9][CH2:10][CH2:11][N:12]([C:15]3[C:24]4[C:19](=[CH:20][C:21]([O:27][CH3:28])=[C:22]([O:25][CH3:26])[CH:23]=4)[N:18]=[CH:17][N:16]=3)[CH2:13]2)[CH:5]=[CH:6][CH:7]=1. (6) Given the reactants CS(O[CH:6]1[CH2:9][CH:8]([C:10]([O:12][CH3:13])=[O:11])[CH2:7]1)(=O)=O.[F:14][C:15]([F:24])([F:23])[C:16]1[CH:17]=[C:18]([SH:22])[CH:19]=[CH:20][CH:21]=1, predict the reaction product. The product is: [F:24][C:15]([F:14])([F:23])[C:16]1[CH:17]=[C:18]([S:22][CH:6]2[CH2:7][CH:8]([C:10]([O:12][CH3:13])=[O:11])[CH2:9]2)[CH:19]=[CH:20][CH:21]=1. (7) The product is: [CH2:1]([O:3][C:4]([N:6]1[CH2:11][CH2:10][N:9]([C:12](=[O:40])[C@@H:13]([NH:23][C:24]([C:26]2[CH:30]=[C:29]([O:31][CH2:51][C:50]([O:49][CH2:47][CH3:48])=[O:53])[N:28]([C:32]3[CH:37]=[CH:36][CH:35]=[C:34]([O:38][CH3:39])[CH:33]=3)[N:27]=2)=[O:25])[CH2:14][CH2:15][C:16]([O:18][C:19]([CH3:21])([CH3:22])[CH3:20])=[O:17])[CH2:8][CH2:7]1)=[O:5])[CH3:2]. Given the reactants [CH2:1]([O:3][C:4]([N:6]1[CH2:11][CH2:10][N:9]([C:12](=[O:40])[C@@H:13]([NH:23][C:24]([C:26]2[CH:30]=[C:29]([OH:31])[N:28]([C:32]3[CH:37]=[CH:36][CH:35]=[C:34]([O:38][CH3:39])[CH:33]=3)[N:27]=2)=[O:25])[CH2:14][CH2:15][C:16]([O:18][C:19]([CH3:22])([CH3:21])[CH3:20])=[O:17])[CH2:8][CH2:7]1)=[O:5])[CH3:2].C(=O)([O-])[O-].[Cs+].[Cs+].[CH2:47]([O:49][C:50](=[O:53])[CH2:51]Br)[CH3:48], predict the reaction product. (8) Given the reactants N#N.[CH3:3][CH:4]1[CH2:8][CH2:7][CH:6]([CH3:9])[NH:5]1.Br[CH2:11][CH2:12][CH2:13][C:14]#[N:15].C([O-])([O-])=O.[K+].[K+], predict the reaction product. The product is: [CH3:3][CH:4]1[CH2:8][CH2:7][CH:6]([CH3:9])[N:5]1[CH2:11][CH2:12][CH2:13][CH2:14][NH2:15]. (9) Given the reactants [O:1]=[CH:2][C:3](=[CH2:5])[CH3:4].[O:6]=O, predict the reaction product. The product is: [O:1]=[CH:2][C:3](=[CH2:4])[CH3:5].[C:2]([OH:6])(=[O:1])[C:3]([CH3:4])=[CH2:5].